From a dataset of Full USPTO retrosynthesis dataset with 1.9M reactions from patents (1976-2016). Predict the reactants needed to synthesize the given product. (1) Given the product [Br:14][C:15]1[CH:24]=[CH:23][CH:22]=[C:21]2[C:16]=1[CH2:17][CH2:18][N:19]([C:11]([C:9]1[CH:10]=[C:5]3[N:4]=[CH:3][C:2]([Br:1])=[CH:7][N:6]3[N:8]=1)=[O:13])[CH2:20]2, predict the reactants needed to synthesize it. The reactants are: [Br:1][C:2]1[CH:3]=[N:4][C:5]2[N:6]([N:8]=[C:9]([C:11]([OH:13])=O)[CH:10]=2)[CH:7]=1.[Br:14][C:15]1[CH:24]=[CH:23][CH:22]=[C:21]2[C:16]=1[CH2:17][CH2:18][NH:19][CH2:20]2. (2) Given the product [CH3:1][N:2]([CH2:3][C:4]1[CH:9]=[CH:8][C:7]([C:10]([N:12]2[CH2:18][C:17]3([CH3:20])[CH2:19][CH:13]2[CH2:14][C:15]([CH3:22])([CH3:21])[CH2:16]3)=[O:11])=[CH:6][CH:5]=1)[C:25]([N:24]([CH3:23])[C:28]1[CH:33]=[CH:32][CH:31]=[CH:30][CH:29]=1)=[O:26], predict the reactants needed to synthesize it. The reactants are: [CH3:1][NH:2][CH2:3][C:4]1[CH:9]=[CH:8][C:7]([C:10]([N:12]2[CH2:18][C:17]3([CH3:20])[CH2:19][CH:13]2[CH2:14][C:15]([CH3:22])([CH3:21])[CH2:16]3)=[O:11])=[CH:6][CH:5]=1.[CH3:23][N:24]([C:28]1[CH:33]=[CH:32][CH:31]=[CH:30][CH:29]=1)[C:25](Cl)=[O:26].